This data is from NCI-60 drug combinations with 297,098 pairs across 59 cell lines. The task is: Regression. Given two drug SMILES strings and cell line genomic features, predict the synergy score measuring deviation from expected non-interaction effect. (1) Drug 1: C1=CC=C(C=C1)NC(=O)CCCCCCC(=O)NO. Drug 2: CCN(CC)CCCC(C)NC1=C2C=C(C=CC2=NC3=C1C=CC(=C3)Cl)OC. Cell line: SF-539. Synergy scores: CSS=21.7, Synergy_ZIP=1.59, Synergy_Bliss=7.17, Synergy_Loewe=5.86, Synergy_HSA=5.66. (2) Drug 1: CN(CCCl)CCCl.Cl. Drug 2: CC12CCC3C(C1CCC2OP(=O)(O)O)CCC4=C3C=CC(=C4)OC(=O)N(CCCl)CCCl.[Na+]. Cell line: MALME-3M. Synergy scores: CSS=11.3, Synergy_ZIP=-3.01, Synergy_Bliss=-0.122, Synergy_Loewe=-6.68, Synergy_HSA=-3.03. (3) Drug 1: CCC1(C2=C(COC1=O)C(=O)N3CC4=CC5=C(C=CC(=C5CN(C)C)O)N=C4C3=C2)O.Cl. Drug 2: C1CCC(C(C1)N)N.C(=O)(C(=O)[O-])[O-].[Pt+4]. Cell line: SF-268. Synergy scores: CSS=40.8, Synergy_ZIP=-5.77, Synergy_Bliss=-12.1, Synergy_Loewe=-9.94, Synergy_HSA=-7.69. (4) Drug 1: CC1CCC2CC(C(=CC=CC=CC(CC(C(=O)C(C(C(=CC(C(=O)CC(OC(=O)C3CCCCN3C(=O)C(=O)C1(O2)O)C(C)CC4CCC(C(C4)OC)O)C)C)O)OC)C)C)C)OC. Drug 2: C(CC(=O)O)C(=O)CN.Cl. Cell line: HL-60(TB). Synergy scores: CSS=12.4, Synergy_ZIP=-4.18, Synergy_Bliss=-1.97, Synergy_Loewe=-23.4, Synergy_HSA=-1.29. (5) Drug 1: C#CCC(CC1=CN=C2C(=N1)C(=NC(=N2)N)N)C3=CC=C(C=C3)C(=O)NC(CCC(=O)O)C(=O)O. Drug 2: B(C(CC(C)C)NC(=O)C(CC1=CC=CC=C1)NC(=O)C2=NC=CN=C2)(O)O. Cell line: SW-620. Synergy scores: CSS=29.4, Synergy_ZIP=0.0625, Synergy_Bliss=-0.0638, Synergy_Loewe=1.32, Synergy_HSA=-0.155. (6) Drug 1: CC1=C(N=C(N=C1N)C(CC(=O)N)NCC(C(=O)N)N)C(=O)NC(C(C2=CN=CN2)OC3C(C(C(C(O3)CO)O)O)OC4C(C(C(C(O4)CO)O)OC(=O)N)O)C(=O)NC(C)C(C(C)C(=O)NC(C(C)O)C(=O)NCCC5=NC(=CS5)C6=NC(=CS6)C(=O)NCCC[S+](C)C)O. Drug 2: COCCOC1=C(C=C2C(=C1)C(=NC=N2)NC3=CC=CC(=C3)C#C)OCCOC.Cl. Cell line: NCI-H522. Synergy scores: CSS=32.2, Synergy_ZIP=-7.23, Synergy_Bliss=-4.91, Synergy_Loewe=-0.388, Synergy_HSA=0.421. (7) Drug 1: C1=CC(=CC=C1CC(C(=O)O)N)N(CCCl)CCCl.Cl. Drug 2: CCC1(CC2CC(C3=C(CCN(C2)C1)C4=CC=CC=C4N3)(C5=C(C=C6C(=C5)C78CCN9C7C(C=CC9)(C(C(C8N6C=O)(C(=O)OC)O)OC(=O)C)CC)OC)C(=O)OC)O.OS(=O)(=O)O. Cell line: MALME-3M. Synergy scores: CSS=16.7, Synergy_ZIP=-4.23, Synergy_Bliss=3.93, Synergy_Loewe=-12.0, Synergy_HSA=-1.05.